This data is from Catalyst prediction with 721,799 reactions and 888 catalyst types from USPTO. The task is: Predict which catalyst facilitates the given reaction. (1) Product: [O:21]=[C:3]1[CH2:6][C:5]([C:10]2[CH:15]=[CH:14][CH:13]=[C:12]([O:16][C:17]([F:20])([F:18])[F:19])[CH:11]=2)([C:7]([O:30][CH2:29][CH3:28])=[O:8])[CH2:4]1. Reactant: CO[C:3]1([O:21]C)[CH2:6][C:5]([C:10]2[CH:15]=[CH:14][CH:13]=[C:12]([O:16][C:17]([F:20])([F:19])[F:18])[CH:11]=2)([C:7](N)=[O:8])[CH2:4]1.OS(O)(=O)=O.[CH3:28][CH2:29][OH:30]. The catalyst class is: 6. (2) Reactant: C(OC[N:10]1[C:14]([C:15]2[CH:20]=[CH:19][N:18]=[C:17]([C:21]#[N:22])[CH:16]=2)=[N:13][C:12]([C:23]2[CH:28]=[CH:27][C:26]([O:29][CH2:30][CH2:31][O:32][CH2:33][CH2:34][O:35][CH3:36])=[C:25]([C:37]#[N:38])[CH:24]=2)=[N:11]1)C1C=CC=CC=1.C1(C)C=CC=CC=1.O.C1(C)C=CC(S(O)(=O)=O)=CC=1. Product: [C:21]([C:17]1[CH:16]=[C:15]([C:14]2[NH:10][N:11]=[C:12]([C:23]3[CH:28]=[CH:27][C:26]([O:29][CH2:30][CH2:31][O:32][CH2:33][CH2:34][O:35][CH3:36])=[C:25]([C:37]#[N:38])[CH:24]=3)[N:13]=2)[CH:20]=[CH:19][N:18]=1)#[N:22]. The catalyst class is: 41. (3) Reactant: [C:1]([CH2:3][CH:4]([N:25]1[CH:29]=[C:28]([C:30]2[C:31]3[CH:38]=[CH:37][N:36](COCC[Si](C)(C)C)[C:32]=3[N:33]=[CH:34][N:35]=2)[CH:27]=[N:26]1)[CH2:5][N:6]1[CH2:11][CH2:10][N:9]([C:12]([C:14]2[CH:21]=[CH:20][C:17](C#N)=[CH:16][C:15]=2[F:22])=[O:13])[CH2:8][CH:7]1[CH2:23]O)#[N:2].[C:47]([OH:53])([C:49]([F:52])([F:51])[F:50])=[O:48].C(N)CN. Product: [F:50][C:49]([F:52])([F:51])[C:47]([OH:53])=[O:48].[F:50][C:49]([F:52])([F:51])[C:47]([OH:53])=[O:48].[F:22][C:15]1[CH:16]=[C:17]([OH:48])[CH:20]=[CH:21][C:14]=1[C:12]([N:9]1[CH2:8][CH2:7][CH2:23][N:6]([CH2:5][CH:4]([N:25]2[CH:29]=[C:28]([C:30]3[C:31]4[CH:38]=[CH:37][NH:36][C:32]=4[N:33]=[CH:34][N:35]=3)[CH:27]=[N:26]2)[CH2:3][C:1]#[N:2])[CH2:11][CH2:10]1)=[O:13]. The catalyst class is: 2.